This data is from Reaction yield outcomes from USPTO patents with 853,638 reactions. The task is: Predict the reaction yield, written as a fraction of the theoretical maximum amount of product (1.0 means a 100% yield; for example, 0.34 means a 34% yield). (1) The catalyst is CN(C=O)C.CCOCC.CCO. The product is [CH3:61][C:58]([C:48]1[CH:49]=[C:50]([C:54]([CH3:57])([CH3:56])[CH3:55])[C:51]([OH:53])=[CH:52][C:47]=1[NH:46][C:12]([C:3]1[C:2](=[O:1])[C:11]2[C:6](=[CH:7][CH:8]=[CH:9][CH:10]=2)[NH:5][CH:4]=1)=[O:14])([CH3:59])[CH3:60]. The yield is 0.520. The reactants are [O:1]=[C:2]1[C:11]2[C:6](=[CH:7][CH:8]=[CH:9][CH:10]=2)[NH:5][CH:4]=[C:3]1[C:12]([OH:14])=O.CN(C(ON1N=NC2C=CC=CC1=2)=[N+](C)C)C.F[P-](F)(F)(F)(F)F.CCN(CC)CC.[NH2:46][C:47]1[C:48]([C:58]([CH3:61])([CH3:60])[CH3:59])=[CH:49][C:50]([C:54]([CH3:57])([CH3:56])[CH3:55])=[C:51]([OH:53])[CH:52]=1. (2) The reactants are [Cl:1][C:2]1[CH:10]=[CH:9][C:5]([C:6]([OH:8])=O)=[CH:4][CH:3]=1.[CH2:11]([O:13][C:14](=[O:33])[CH2:15][CH2:16][C:17]1[CH:22]=[CH:21][CH:20]=[C:19]([N:23]2[C:27]([NH2:28])=[CH:26][C:25]([C:29]([CH3:32])([CH3:31])[CH3:30])=[N:24]2)[CH:18]=1)[CH3:12]. The catalyst is O=S(Cl)Cl.C(Cl)Cl. The product is [CH2:11]([O:13][C:14](=[O:33])[CH2:15][CH2:16][C:17]1[CH:22]=[CH:21][CH:20]=[C:19]([N:23]2[C:27]([NH:28][C:6](=[O:8])[C:5]3[CH:4]=[CH:3][C:2]([Cl:1])=[CH:10][CH:9]=3)=[CH:26][C:25]([C:29]([CH3:32])([CH3:31])[CH3:30])=[N:24]2)[CH:18]=1)[CH3:12]. The yield is 0.640. (3) The reactants are [C:1]([NH:9][C@H:10]1[CH2:15][CH2:14][CH2:13][CH2:12][C@H:11]1[C:16]([OH:18])=[O:17])(=[O:8])[C:2]1[CH:7]=[CH:6][CH:5]=[CH:4][CH:3]=1.Cl.[CH3:20]N(C)CCCN=C=NCC.C[O-].[Na+].Cl. The catalyst is CO.O1CCCC1.C(#N)C. The yield is 0.510. The product is [C:1]([NH:9][C@H:10]1[CH2:15][CH2:14][CH2:13][CH2:12][C@@H:11]1[C:16]([O:18][CH3:20])=[O:17])(=[O:8])[C:2]1[CH:3]=[CH:4][CH:5]=[CH:6][CH:7]=1. (4) The reactants are C[Si]([C:5]#[C:6][C:7]1[CH:8]=[C:9]([CH:15]=[CH:16][CH:17]=1)[C:10]([O:12][CH2:13][CH3:14])=[O:11])(C)C.C([O-])([O-])=O.[K+].[K+]. The catalyst is CO. The product is [C:6]([C:7]1[CH:8]=[C:9]([CH:15]=[CH:16][CH:17]=1)[C:10]([O:12][CH2:13][CH3:14])=[O:11])#[CH:5]. The yield is 0.930. (5) The reactants are [I:1][C:2]1[N:3]=[C:4]([CH3:7])[NH:5][CH:6]=1.CCN(C(C)C)C(C)C.Cl[C:18]([O:20][CH2:21][CH3:22])=[O:19]. The catalyst is C1COCC1.CN(C1C=CN=CC=1)C. The product is [I:1][C:2]1[N:3]=[C:4]([CH3:7])[N:5]([C:18]([O:20][CH2:21][CH3:22])=[O:19])[CH:6]=1. The yield is 0.940. (6) The reactants are [Cl:1][C:2]1[CH:3]=[CH:4][C:5]([C:8]([NH:10][C:11]2[CH:16]=[CH:15][C:14]([F:17])=[C:13]([C@:18]3([CH3:40])[CH2:23][C@@H:22]([C:24]([F:27])([F:26])[F:25])[O:21][C:20]([NH:28]C(=O)C4C=CC([N+]([O-])=O)=CC=4)=[N:19]3)[N:12]=2)=[O:9])=[N:6][CH:7]=1.N12CCCN=C1CCCCC2. The catalyst is CO. The product is [NH2:28][C:20]1[O:21][C@H:22]([C:24]([F:25])([F:27])[F:26])[CH2:23][C@:18]([C:13]2[N:12]=[C:11]([NH:10][C:8](=[O:9])[C:5]3[CH:4]=[CH:3][C:2]([Cl:1])=[CH:7][N:6]=3)[CH:16]=[CH:15][C:14]=2[F:17])([CH3:40])[N:19]=1. The yield is 0.120.